From a dataset of Forward reaction prediction with 1.9M reactions from USPTO patents (1976-2016). Predict the product of the given reaction. (1) Given the reactants Br[C:2]1[N:3]=[C:4]2[CH:9]=[CH:8][C:7]([C:10]([F:13])([F:12])[F:11])=[CH:6][N:5]2[CH:14]=1.[CH2:15]([S:17][C:18]1[CH:23]=[C:22]([C:24]([F:27])([F:26])[F:25])[CH:21]=[CH:20][C:19]=1B1OC(C)(C)C(C)(C)O1)[CH3:16].C1(P(C2CCCCC2)C2CCCCC2)CCCCC1.P([O-])([O-])([O-])=O.[K+].[K+].[K+], predict the reaction product. The product is: [CH2:15]([S:17][C:18]1[CH:23]=[C:22]([C:24]([F:26])([F:25])[F:27])[CH:21]=[CH:20][C:19]=1[C:2]1[N:3]=[C:4]2[CH:9]=[CH:8][C:7]([C:10]([F:13])([F:12])[F:11])=[CH:6][N:5]2[CH:14]=1)[CH3:16]. (2) Given the reactants [Br:1][CH2:2][CH2:3][O:4][C:5]1[CH:12]=[CH:11][C:8](C#N)=[CH:7][C:6]=1[F:13].[C:14](=[O:17])(O)[O-:15].[Na+].C(O)(=O)C, predict the reaction product. The product is: [Br:1][CH2:2][CH2:3][O:4][C:5]1[CH:12]=[CH:11][C:8]([C:14]([OH:15])=[O:17])=[CH:7][C:6]=1[F:13]. (3) Given the reactants [C:1](=O)(OC(Cl)(Cl)Cl)[O:2]C(Cl)(Cl)Cl.[CH3:13][O:14][CH2:15][CH2:16][N:17]1[CH2:22][CH2:21][CH:20]([NH2:23])[CH2:19][CH2:18]1.[CH3:24][O:25][C:26]1[CH:27]=[CH:28][CH:29]=[C:30]2[C:34]=1[CH:33]([NH:35][C:36]1[CH:45]=[CH:44][C:43]3[C:38](=[CH:39][CH:40]=[C:41]([NH2:46])[CH:42]=3)[N:37]=1)[CH2:32][CH2:31]2, predict the reaction product. The product is: [CH3:13][O:14][CH2:15][CH2:16][N:17]1[CH2:18][CH2:19][CH:20]([NH:23][C:1]([NH:46][C:41]2[CH:42]=[C:43]3[C:38](=[CH:39][CH:40]=2)[N:37]=[C:36]([NH:35][CH:33]2[C:34]4[C:30](=[CH:29][CH:28]=[CH:27][C:26]=4[O:25][CH3:24])[CH2:31][CH2:32]2)[CH:45]=[CH:44]3)=[O:2])[CH2:21][CH2:22]1. (4) Given the reactants [NH2:1][C@H:2]([C:4]1[CH:13]=[CH:12][C:7]([C:8]([O:10][CH3:11])=[O:9])=[CH:6][CH:5]=1)[CH3:3].[OH:14][C@H:15]([CH:19]([CH3:21])[CH3:20])[C:16](O)=[O:17].ON1C2C=CC=CC=2N=N1.C(N(CC)CC)C.Cl.CN(C)CCCN=C=NCC, predict the reaction product. The product is: [OH:14][C@H:15]([CH:19]([CH3:21])[CH3:20])[C:16]([NH:1][C@H:2]([C:4]1[CH:13]=[CH:12][C:7]([C:8]([O:10][CH3:11])=[O:9])=[CH:6][CH:5]=1)[CH3:3])=[O:17]. (5) Given the reactants [Br:1][C:2]1[CH:7]=[CH:6][C:5]([C:8]2[CH:9]=[C:10]3[C:14](=[CH:15][CH:16]=2)[NH:13][CH:12]=[C:11]3[C:17]#[N:18])=[CH:4][CH:3]=1.[OH:19]O.[OH-].[Na+], predict the reaction product. The product is: [Br:1][C:2]1[CH:7]=[CH:6][C:5]([C:8]2[CH:9]=[C:10]3[C:14](=[CH:15][CH:16]=2)[NH:13][CH:12]=[C:11]3[C:17]([NH2:18])=[O:19])=[CH:4][CH:3]=1.